From a dataset of Catalyst prediction with 721,799 reactions and 888 catalyst types from USPTO. Predict which catalyst facilitates the given reaction. (1) Product: [CH3:24][N:22]([CH3:23])[CH2:21][CH2:20][CH:17]1[CH2:16][CH2:15][CH:14]([N:11]2[CH2:10][CH2:9][NH:8][CH2:13][CH2:12]2)[CH2:19][CH2:18]1. Reactant: C([N:8]1[CH2:13][CH2:12][N:11]([CH:14]2[CH2:19][CH2:18][CH:17]([CH2:20][CH2:21][N:22]([CH3:24])[CH3:23])[CH2:16][CH2:15]2)[CH2:10][CH2:9]1)C1C=CC=CC=1. The catalyst class is: 29. (2) Reactant: [NH2:1][C:2]1[C:3]([C:16]([O:18][CH2:19][CH3:20])=[O:17])=[N:4][CH:5]=[C:6]([CH2:8][C:9]2[CH:14]=[CH:13][C:12]([F:15])=[CH:11][CH:10]=2)[CH:7]=1.[O:21]=[C:22]1[C:30]2[C:25](=[CH:26][CH:27]=[CH:28][CH:29]=2)[C:24](=[O:31])[N:23]1[CH2:32][CH:33]=O.C(O[BH-](OC(=O)C)OC(=O)C)(=O)C.[Na+]. Product: [O:21]=[C:22]1[C:30]2[C:25](=[CH:26][CH:27]=[CH:28][CH:29]=2)[C:24](=[O:31])[N:23]1[CH2:32][CH2:33][NH:1][C:2]1[C:3]([C:16]([O:18][CH2:19][CH3:20])=[O:17])=[N:4][CH:5]=[C:6]([CH2:8][C:9]2[CH:10]=[CH:11][C:12]([F:15])=[CH:13][CH:14]=2)[CH:7]=1. The catalyst class is: 15. (3) The catalyst class is: 468. Reactant: C(N=C=NC(C)C)(C)C.C1[C:22]2[CH:21]([CH2:23][O:24]C(NC(C)(C)C(O)=O)=O)[C:20]3[C:15](=[CH:16][CH:17]=[CH:18][CH:19]=3)[C:14]=2C=CC=1.C([CH2:51][C:52]([NH2:57])([CH3:56])[C:53]([OH:55])=[O:54])(OCC1C2C(=CC=CC=2)C2C1=CC=CC=2)=O.N1CCCCC1.[OH:64][C:65]1C2C(=CC=CC=2)C=CC=1C(O)=O.ON1C2C=CC=CC=2N=N1.C1C=CC2S(=O)(=O)OC(C3C=C(Br)C(O)=C(Br)C=3)(C3C=C(Br)C(O)=C(Br)C=3)C=2C=1. Product: [OH:64][C:65]1[C:20]2[C:15](=[CH:16][CH:17]=[CH:18][CH:19]=2)[CH:14]=[CH:22][C:21]=1[C:23]([NH:57][C:52]([CH3:56])([CH3:51])[C:53]([OH:55])=[O:54])=[O:24]. (4) Reactant: [CH3:1][O:2][N:3]1[CH2:8][CH2:7][C:6](=O)[CH2:5][CH2:4]1.[NH2:10][C:11]1[CH:16]=[CH:15][CH:14]=[CH:13][CH:12]=1.[Cl:17][C:18]1[CH:23]=[C:22]([Cl:24])[CH:21]=[CH:20][C:19]=1[CH2:25][C:26]([OH:28])=O.[N+:29]([C:31]1[CH:36]=[CH:35][CH:34]=[CH:33][CH:32]=1)#[C-:30].C[OH:38]. Product: [Cl:17][C:18]1[CH:23]=[C:22]([Cl:24])[CH:21]=[CH:20][C:19]=1[CH2:25][C:26]([N:10]([C:6]1([C:30]([NH:29][C:31]2[CH:36]=[CH:35][CH:34]=[CH:33][CH:32]=2)=[O:38])[CH2:7][CH2:8][N:3]([O:2][CH3:1])[CH2:4][CH2:5]1)[C:11]1[CH:16]=[CH:15][CH:14]=[CH:13][CH:12]=1)=[O:28]. The catalyst class is: 4. (5) Reactant: [CH3:1][C:2]1[O:3][C:4]2[C:9]([C:10](=[O:12])[CH:11]=1)=[CH:8][CH:7]=[CH:6][C:5]=2[CH:13]=O.O=[C:16]([CH3:24])[CH2:17][C:18]([O:20][CH2:21][CH2:22][CH3:23])=[O:19].[NH2:25][C:26]([CH3:40])=[CH:27][C:28]([C:30]1[CH:35]=[CH:34][C:33]([C:36]([F:39])([F:38])[F:37])=[CH:32][CH:31]=1)=[O:29].C(O)(=O)C. Product: [CH3:24][C:16]1[NH:25][C:26]([CH3:40])=[C:27]([C:28](=[O:29])[C:30]2[CH:35]=[CH:34][C:33]([C:36]([F:38])([F:39])[F:37])=[CH:32][CH:31]=2)[CH:13]([C:5]2[CH:6]=[CH:7][CH:8]=[C:9]3[C:4]=2[O:3][C:2]([CH3:1])=[CH:11][C:10]3=[O:12])[C:17]=1[C:18]([O:20][CH2:21][CH2:22][CH3:23])=[O:19]. The catalyst class is: 41. (6) Reactant: [Br:1][C:2]1[CH:3]=[C:4]([CH:8]=[C:9]([Br:11])[CH:10]=1)[C:5]([OH:7])=[O:6].[N+](=[CH2:14])=[N-]. Product: [Br:1][C:2]1[CH:3]=[C:4]([CH:8]=[C:9]([Br:11])[CH:10]=1)[C:5]([O:7][CH3:14])=[O:6]. The catalyst class is: 28. (7) Reactant: Br[CH2:2][CH2:3][C:4]([F:7])([F:6])[F:5].C(=O)([O-])[O-].[K+].[K+].[CH2:14]([CH2:16][NH2:17])[OH:15]. Product: [NH3:17].[F:5][C:4]([F:7])([F:6])[CH2:3][CH2:2][NH:17][CH2:16][CH2:14][OH:15]. The catalyst class is: 12. (8) The catalyst class is: 2. Reactant: [S:1]1[CH:5]=[CH:4][CH:3]=[C:2]1[C:6]([C:8]1[CH:9]=[N:10][N:11]2[C:16]([C:17]3[CH:18]=[C:19]([CH:23]=[CH:24][CH:25]=3)[C:20]([OH:22])=O)=[CH:15][CH:14]=[N:13][C:12]=12)=[O:7].C(N(C(C)C)CC)(C)C.F[P-](F)(F)(F)(F)F.N1(O[P+](N2CCCC2)(N2CCCC2)N2CCCC2)C2C=CC=CC=2N=N1.[CH2:68]([NH2:72])[CH:69]([CH3:71])[CH3:70]. Product: [CH2:68]([NH:72][C:20](=[O:22])[C:19]1[CH:23]=[CH:24][CH:25]=[C:17]([C:16]2[N:11]3[N:10]=[CH:9][C:8]([C:6]([C:2]4[S:1][CH:5]=[CH:4][CH:3]=4)=[O:7])=[C:12]3[N:13]=[CH:14][CH:15]=2)[CH:18]=1)[CH:69]([CH3:71])[CH3:70].